This data is from Catalyst prediction with 721,799 reactions and 888 catalyst types from USPTO. The task is: Predict which catalyst facilitates the given reaction. (1) Reactant: [H-].[Na+].[NH2:3][C:4]1[C:13]2[C:8](=[C:9]([O:16][CH:17]3[CH2:21][CH2:20][CH2:19][CH2:18]3)[C:10]([O:14][CH3:15])=[CH:11][CH:12]=2)[O:7][C:6](=[O:22])[C:5]=1[CH2:23][CH2:24][O:25][CH2:26][C:27]1[CH:32]=[CH:31][CH:30]=[CH:29][CH:28]=1.[Cl:33][C:34]1[CH:35]=[N:36][CH:37]=[C:38]([Cl:41])[C:39]=1Cl. Product: [CH2:26]([O:25][CH2:24][CH2:23][C:5]1[C:6](=[O:22])[O:7][C:8]2[C:13]([C:4]=1[NH:3][C:39]1[C:38]([Cl:41])=[CH:37][N:36]=[CH:35][C:34]=1[Cl:33])=[CH:12][CH:11]=[C:10]([O:14][CH3:15])[C:9]=2[O:16][CH:17]1[CH2:21][CH2:20][CH2:19][CH2:18]1)[C:27]1[CH:28]=[CH:29][CH:30]=[CH:31][CH:32]=1. The catalyst class is: 16. (2) Reactant: [I:1]Cl.[NH2:3][C:4]1[C:12]([C:13]([OH:15])=[O:14])=[CH:11][CH:10]=[CH:9][C:5]=1[C:6]([OH:8])=[O:7].O. Product: [NH2:3][C:4]1[C:12]([C:13]([OH:15])=[O:14])=[CH:11][C:10]([I:1])=[CH:9][C:5]=1[C:6]([OH:8])=[O:7]. The catalyst class is: 52. (3) Reactant: [C:1]([O:5][C:6]([N:8]1[CH2:12][CH:11]2[CH:13]([CH2:33]O)[CH:14]([N:16]3[CH2:20][CH2:19][CH:18]([NH:21][C:22]([O:24][CH2:25][C:26]4[CH:31]=[CH:30][CH:29]=[CH:28][CH:27]=4)=[O:23])[C:17]3=[O:32])[CH2:15][CH:10]2[CH2:9]1)=[O:7])([CH3:4])([CH3:3])[CH3:2].[C:35]1([S:41][S:41][C:35]2[CH:40]=[CH:39][CH:38]=[CH:37][CH:36]=2)[CH:40]=[CH:39][CH:38]=[CH:37][CH:36]=1.C(P(CCCC)CCCC)CCC. Product: [C:1]([O:5][C:6]([N:8]1[CH2:12][CH:11]2[CH:13]([CH2:33][S:41][C:35]3[CH:40]=[CH:39][CH:38]=[CH:37][CH:36]=3)[CH:14]([N:16]3[CH2:20][CH2:19][CH:18]([NH:21][C:22]([O:24][CH2:25][C:26]4[CH:31]=[CH:30][CH:29]=[CH:28][CH:27]=4)=[O:23])[C:17]3=[O:32])[CH2:15][CH:10]2[CH2:9]1)=[O:7])([CH3:2])([CH3:4])[CH3:3]. The catalyst class is: 7.